This data is from Forward reaction prediction with 1.9M reactions from USPTO patents (1976-2016). The task is: Predict the product of the given reaction. Given the reactants [CH2:1]([O:3]/[C:4](=[CH:8]\[C:9]1[C:17]2[CH:16]=[CH:15][S:14][C:13]=2[C:12]([O:18][CH2:19][CH2:20][C:21]2[N:22]=[C:23]([C:27]3[CH:32]=[CH:31][CH:30]=[CH:29][CH:28]=3)[O:24][C:25]=2[CH3:26])=[CH:11][CH:10]=1)/[C:5]([OH:7])=[O:6])[CH3:2], predict the reaction product. The product is: [CH2:1]([O:3][CH:4]([CH2:8][C:9]1[C:17]2[CH:16]=[CH:15][S:14][C:13]=2[C:12]([O:18][CH2:19][CH2:20][C:21]2[N:22]=[C:23]([C:27]3[CH:28]=[CH:29][CH:30]=[CH:31][CH:32]=3)[O:24][C:25]=2[CH3:26])=[CH:11][CH:10]=1)[C:5]([OH:7])=[O:6])[CH3:2].